Dataset: Catalyst prediction with 721,799 reactions and 888 catalyst types from USPTO. Task: Predict which catalyst facilitates the given reaction. (1) Reactant: [CH2:1]([C@@H:3]([CH2:6][CH2:7][CH3:8])[CH2:4][OH:5])[CH3:2].CCN(CC)CC.[CH3:16][S:17](Cl)(=[O:19])=[O:18]. Product: [CH2:1]([C@@H:3]([CH2:6][CH2:7][CH3:8])[CH2:4][O:5][S:17]([CH3:16])(=[O:19])=[O:18])[CH3:2]. The catalyst class is: 2. (2) Product: [CH3:1][O:2][C:5]1[C:14]2[C:9](=[CH:10][CH:11]=[CH:12][CH:13]=2)[N:8]=[CH:7][CH:6]=1. The catalyst class is: 5. Reactant: [CH3:1][O-:2].[Na+].Cl[C:5]1[C:14]2[C:9](=[CH:10][CH:11]=[CH:12][CH:13]=2)[N:8]=[CH:7][CH:6]=1. (3) Reactant: [Cl:1][C:2]1[C:3]([OH:14])=[C:4]([CH:9]=[C:10]([O:12]C)[CH:11]=1)[C:5]([O:7]C)=[O:6]. Product: [Cl:1][C:2]1[C:3]([OH:14])=[C:4]([CH:9]=[C:10]([OH:12])[CH:11]=1)[C:5]([OH:7])=[O:6]. The catalyst class is: 201. (4) The catalyst class is: 3. Product: [CH3:11][C:2]([NH:1][S:20]([C:17]1[CH:18]=[CH:19][C:14]([CH3:13])=[CH:15][CH:16]=1)(=[O:22])=[O:21])([CH3:12])[C:3](=[O:4])[C:5]1[CH:10]=[CH:9][CH:8]=[CH:7][CH:6]=1. Reactant: [NH2:1][C:2]([CH3:12])([CH3:11])[C:3]([C:5]1[CH:10]=[CH:9][CH:8]=[CH:7][CH:6]=1)=[O:4].[CH3:13][C:14]1[CH:15]=[CH:16][C:17]([S:20](O)(=[O:22])=[O:21])=[CH:18][CH:19]=1.ClC1C=CC(S(Cl)(=O)=O)=CC=1.C(N(CC)CC)C. (5) Reactant: [Cl:1][C:2]1[C:7]([OH:8])=[CH:6][CH:5]=[C:4]([I:9])[N:3]=1.CCN(C(C)C)C(C)C.[CH3:19][O:20][CH2:21]Cl. Product: [Cl:1][C:2]1[C:7]([O:8][CH2:19][O:20][CH3:21])=[CH:6][CH:5]=[C:4]([I:9])[N:3]=1. The catalyst class is: 2.